Dataset: Reaction yield outcomes from USPTO patents with 853,638 reactions. Task: Predict the reaction yield, written as a fraction of the theoretical maximum amount of product (1.0 means a 100% yield; for example, 0.34 means a 34% yield). (1) The reactants are [CH2:1]([C:9]1[CH:14]=[CH:13][C:12]([N:15]2[CH2:20][CH2:19][N:18]([CH2:21][C:22]([O:24]C(C)(C)C)=[O:23])[CH2:17][CH2:16]2)=[CH:11][CH:10]=1)[CH2:2][CH2:3][CH2:4][CH2:5][CH2:6][CH2:7][CH3:8]. The catalyst is C(O)(C(F)(F)F)=O.C(Cl)Cl.CCO. The product is [CH2:1]([C:9]1[CH:14]=[CH:13][C:12]([N:15]2[CH2:20][CH2:19][N:18]([CH2:21][C:22]([OH:24])=[O:23])[CH2:17][CH2:16]2)=[CH:11][CH:10]=1)[CH2:2][CH2:3][CH2:4][CH2:5][CH2:6][CH2:7][CH3:8]. The yield is 0.470. (2) The product is [CH3:19][O:20][C:21]1[CH:28]=[CH:27][C:24]([CH2:25][N:11]2[C:12]3[C:7](=[CH:6][C:5]([C:3]([OH:50])=[O:4])=[CH:14][CH:13]=3)[NH:8][C:9](=[O:18])[C@@H:10]2[CH:15]([CH3:17])[CH3:16])=[CH:23][CH:22]=1. The reactants are ON[C:3]([C:5]1[CH:6]=[C:7]2[C:12](=[CH:13][CH:14]=1)[NH:11][C@@H:10]([CH:15]([CH3:17])[CH3:16])[C:9](=[O:18])[NH:8]2)=[O:4].[CH3:19][O:20][C:21]1[CH:28]=[CH:27][C:24]([CH:25]=O)=[CH:23][CH:22]=1.C([Sn](Cl)(Cl)CCCC)CCC.C1([SiH3])C=CC=CC=1.C1C[O:50]CC1.CN(C=O)C. No catalyst specified. The yield is 0.580. (3) The reactants are [Cl:1][C:2]1[CH:7]=[CH:6][C:5]([O:8][C:9]([N:11]2[C:19]3[C:14](=[CH:15][C:16]([OH:20])=[CH:17][CH:18]=3)[CH2:13][CH2:12]2)=[O:10])=[CH:4][CH:3]=1.C([O-])([O-])=O.[K+].[K+].[Br:27][CH2:28][CH2:29][CH2:30][CH2:31]Br. The catalyst is CC(C)=O.CCOCC.O. The product is [Cl:1][C:2]1[CH:7]=[CH:6][C:5]([O:8][C:9]([N:11]2[C:19]3[C:14](=[CH:15][C:16]([O:20][CH2:31][CH2:30][CH2:29][CH2:28][Br:27])=[CH:17][CH:18]=3)[CH2:13][CH2:12]2)=[O:10])=[CH:4][CH:3]=1. The yield is 0.490. (4) The reactants are Br[C:2]1[CH:7]=[N:6][C:5]([N+:8]([O-:10])=[O:9])=[CH:4][N:3]=1.[CH2:11]([CH2:13][NH2:14])[OH:12]. The product is [N+:8]([C:5]1[N:6]=[CH:7][C:2]([NH:14][CH2:13][CH2:11][OH:12])=[N:3][CH:4]=1)([O-:10])=[O:9]. The catalyst is CO. The yield is 0.830. (5) The reactants are [F:1][C:2]1[CH:3]=[CH:4][C:5]([C:41]([F:44])([F:43])[F:42])=[C:6]([CH:40]=1)[C:7]([N:9]1[CH2:14][CH2:13][N:12]([C:15](=[O:39])[CH2:16][NH:17][C:18]([C:20]2[CH:24]=[C:23]([C:25]3[CH:30]=[CH:29][CH:28]=[CH:27][C:26]=3[O:31]CC3C=CC=CC=3)[NH:22][N:21]=2)=[O:19])[CH2:11][CH2:10]1)=[O:8]. The catalyst is CO.C1COCC1.[Pd]. The product is [F:1][C:2]1[CH:3]=[CH:4][C:5]([C:41]([F:44])([F:42])[F:43])=[C:6]([CH:40]=1)[C:7]([N:9]1[CH2:14][CH2:13][N:12]([C:15](=[O:39])[CH2:16][NH:17][C:18]([C:20]2[CH:24]=[C:23]([C:25]3[CH:30]=[CH:29][CH:28]=[CH:27][C:26]=3[OH:31])[NH:22][N:21]=2)=[O:19])[CH2:11][CH2:10]1)=[O:8]. The yield is 0.450. (6) The reactants are [CH3:1][C:2]1[CH:7]=[CH:6][C:5]([S:8][C:9]2[CH:17]=[CH:16][C:12](C(O)=O)=[CH:11][CH:10]=2)=[C:4]([N+:18]([O-:20])=[O:19])[CH:3]=1.SC1C=C(C=CC=1)[C:25]([OH:27])=[O:26]. No catalyst specified. The product is [CH3:1][C:2]1[CH:7]=[CH:6][C:5]([S:8][C:9]2[CH:10]=[C:11]([CH:12]=[CH:16][CH:17]=2)[C:25]([OH:27])=[O:26])=[C:4]([N+:18]([O-:20])=[O:19])[CH:3]=1. The yield is 0.800.